From a dataset of Forward reaction prediction with 1.9M reactions from USPTO patents (1976-2016). Predict the product of the given reaction. (1) Given the reactants [F:1][C:2]([F:7])([F:6])[C:3]([OH:5])=[O:4].N[C@@H]1CCN(C2N=C3C(N=CN3[C@@H]3C[C@H](NC(=O)COCC4C=CC=CC=4)[C@@H](O)[C@H]3O)=C(NCC(C3C=CC=CC=3)C3C=CC=CC=3)N=2)C1.Cl[C:58]1[N:66]=[C:65]2[C:61]([N:62]=[CH:63][N:64]2[C@@H:67]2[CH2:71][C@H:70]([NH:72][C:73](=[O:76])[CH2:74][CH3:75])[C@@H:69]([OH:77])[C@H:68]2[OH:78])=[C:60]([NH:79][CH2:80][CH:81]([C:88]2[CH:93]=[CH:92][CH:91]=[CH:90][CH:89]=2)[C:82]2[CH:87]=[CH:86][CH:85]=[CH:84][CH:83]=2)[N:59]=1.[N:94]1([C:101]2[CH:106]=[CH:105][CH:104]=[CH:103][N:102]=2)[CH2:99][CH2:98][CH:97]([NH2:100])[CH2:96][CH2:95]1, predict the reaction product. The product is: [F:1][C:2]([F:7])([F:6])[C:3]([OH:5])=[O:4].[C:82]1([CH:81]([C:88]2[CH:93]=[CH:92][CH:91]=[CH:90][CH:89]=2)[CH2:80][NH:79][C:60]2[N:59]=[C:58]([NH:100][CH:97]3[CH2:98][CH2:99][N:94]([C:101]4[CH:106]=[CH:105][CH:104]=[CH:103][N:102]=4)[CH2:95][CH2:96]3)[N:66]=[C:65]3[C:61]=2[N:62]=[CH:63][N:64]3[C@@H:67]2[CH2:71][C@H:70]([NH:72][C:73](=[O:76])[CH2:74][CH3:75])[C@@H:69]([OH:77])[C@H:68]2[OH:78])[CH:87]=[CH:86][CH:85]=[CH:84][CH:83]=1. (2) Given the reactants [NH2:1][C@H:2]1[CH2:7][CH2:6][N:5](C(OC(C)(C)C)=O)[CH2:4][C@H:3]1[F:15].[O-]S([O-])(=O)=O.[Na+].[Na+].[N:23]1[C:31]2[C:26](=[N:27][CH:28]=[C:29]([CH:32]=O)[CH:30]=2)[S:25][N:24]=1.C(O[BH-](OC(=O)C)OC(=O)C)(=O)C.[Na+], predict the reaction product. The product is: [F:15][C@@H:3]1[C@H:2]([NH:1][CH2:32][C:29]2[CH:30]=[C:31]3[N:23]=[N:24][S:25][C:26]3=[N:27][CH:28]=2)[CH2:7][CH2:6][NH:5][CH2:4]1. (3) Given the reactants C([O:5][C:6](=[O:17])[CH2:7][O:8][C:9]1[CH:14]=[CH:13][C:12]([Cl:15])=[CH:11][C:10]=1Br)(C)(C)C.[Cl:18][C:19]1[CH:24]=[CH:23][C:22]([C:25]#[CH:26])=[CH:21][CH:20]=1, predict the reaction product. The product is: [Cl:15][C:12]1[CH:13]=[CH:14][C:9]([O:8][CH2:7][C:6]([OH:5])=[O:17])=[C:10]([C:26]#[C:25][C:22]2[CH:23]=[CH:24][C:19]([Cl:18])=[CH:20][CH:21]=2)[CH:11]=1. (4) Given the reactants Cl[CH:2]([C:6](=[O:8])[CH3:7])[C:3](=[O:5])[CH3:4].[I-].[Na+].[Cl:11][C:12]1[CH:13]=[C:14]([SH:19])[CH:15]=[C:16]([Cl:18])[CH:17]=1.C(=O)([O-])[O-].[K+].[K+], predict the reaction product. The product is: [Cl:11][C:12]1[CH:13]=[C:14]([S:19][CH:2]([C:6](=[O:8])[CH3:7])[C:3](=[O:5])[CH3:4])[CH:15]=[C:16]([Cl:18])[CH:17]=1. (5) Given the reactants [O:1]1[CH:5]=[C:4]([C:6]2[CH2:15][C:14](=[O:16])[C:13]3[C:8](=[CH:9][C:10]4[O:19][CH2:18][O:17][C:11]=4[CH:12]=3)[N:7]=2)[C:3]2[CH:20]=[CH:21][CH:22]=[CH:23][C:2]1=2.[CH2:24]([O:31][P:32](O[P:32]([O:31][CH2:24][C:25]1[CH:26]=[CH:27][CH:28]=[CH:29][CH:30]=1)([O:33][CH2:34][C:35]1[CH:36]=[CH:37][CH:38]=[CH:39][CH:40]=1)=[O:41])(=[O:41])[O:33][CH2:34][C:35]1[CH:40]=[CH:39][CH:38]=[CH:37][CH:36]=1)[C:25]1[CH:30]=[CH:29][CH:28]=[CH:27][CH:26]=1.[H-].[Na+], predict the reaction product. The product is: [P:32]([O:16][C:14]1[C:13]2[C:8](=[CH:9][C:10]3[O:19][CH2:18][O:17][C:11]=3[CH:12]=2)[N:7]=[C:6]([C:4]2[C:3]3[CH:20]=[CH:21][CH:22]=[CH:23][C:2]=3[O:1][CH:5]=2)[CH:15]=1)([O:31][CH2:24][C:25]1[CH:30]=[CH:29][CH:28]=[CH:27][CH:26]=1)([O:33][CH2:34][C:35]1[CH:40]=[CH:39][CH:38]=[CH:37][CH:36]=1)=[O:41]. (6) Given the reactants [NH2:1][C:2]1[C:7]([C:8]([NH2:10])=[O:9])=[C:6]([C:11]2[CH:16]=[CH:15][C:14]([O:17][CH2:18][CH2:19][OH:20])=[CH:13][CH:12]=2)[C:5]([C:21]#[N:22])=[C:4]([S:23][CH2:24][C:25]2[N:26]=[C:27]([C:30]3[CH:35]=[CH:34][C:33]([Cl:36])=[CH:32][CH:31]=3)[S:28][CH:29]=2)[N:3]=1.O.[C:38]1(C)C=CC(S(O)(=O)=O)=C[CH:39]=1.CO, predict the reaction product. The product is: [Cl:36][C:33]1[CH:32]=[CH:31][C:30]([C:27]2[S:28][CH:29]=[C:25]([CH2:24][S:23][C:4]3[C:5]([C:21]#[N:22])=[C:6]([C:11]4[CH:12]=[CH:13][C:14]([O:17][CH2:18][CH2:19][OH:20])=[CH:15][CH:16]=4)[C:7]4[C:8](=[O:9])[NH:10][CH:38]([CH3:39])[NH:1][C:2]=4[N:3]=3)[N:26]=2)=[CH:35][CH:34]=1. (7) Given the reactants [F:1][C:2]1[CH:7]=[CH:6][C:5]([O:8][C:9](=[O:33])[N:10]([C@H:12]2[C@H:16]([C:17]3[CH:22]=[CH:21][C:20]([Cl:23])=[C:19]([Cl:24])[CH:18]=3)[CH2:15][N:14]([C:25]([CH:27]3[CH2:32][CH2:31][NH:30][CH2:29][CH2:28]3)=[O:26])[CH2:13]2)[CH3:11])=[CH:4][CH:3]=1.Br[C:35]1[CH:40]=[CH:39][C:38]([C:41]([F:44])([F:43])[F:42])=[CH:37][N:36]=1.CCN(C(C)C)C(C)C, predict the reaction product. The product is: [F:1][C:2]1[CH:7]=[CH:6][C:5]([O:8][C:9](=[O:33])[N:10]([C@H:12]2[C@H:16]([C:17]3[CH:22]=[CH:21][C:20]([Cl:23])=[C:19]([Cl:24])[CH:18]=3)[CH2:15][N:14]([C:25]([CH:27]3[CH2:32][CH2:31][N:30]([C:35]4[CH:40]=[CH:39][C:38]([C:41]([F:44])([F:43])[F:42])=[CH:37][N:36]=4)[CH2:29][CH2:28]3)=[O:26])[CH2:13]2)[CH3:11])=[CH:4][CH:3]=1. (8) Given the reactants [CH3:1][O:2][C:3](=[O:12])[CH:4]([C:6]1[CH:11]=[CH:10][CH:9]=[CH:8][CH:7]=1)Br.CCN(CC)CC.[N:20]1[CH:25]=[CH:24][CH:23]=[CH:22][C:21]=1[N:26]1[CH2:31][CH2:30][NH:29][CH2:28][CH2:27]1, predict the reaction product. The product is: [CH3:1][O:2][C:3](=[O:12])[CH:4]([C:6]1[CH:11]=[CH:10][CH:9]=[CH:8][CH:7]=1)[N:29]1[CH2:30][CH2:31][N:26]([C:21]2[CH:22]=[CH:23][CH:24]=[CH:25][N:20]=2)[CH2:27][CH2:28]1. (9) Given the reactants [OH:1][C:2]1[CH:7]=[C:6]([CH3:8])[N:5]([CH3:9])[C:4](=[O:10])[C:3]=1[C:11](=[O:25])[CH:12]=[CH:13][C:14]1[CH:19]=[CH:18][CH:17]=[C:16]([O:20][CH2:21][C:22]([NH2:24])=[O:23])[CH:15]=1.S(OC)(O[CH3:30])(=O)=O, predict the reaction product. The product is: [CH3:30][O:1][C:2]1[CH:7]=[C:6]([CH3:8])[N:5]([CH3:9])[C:4](=[O:10])[C:3]=1[C:11](=[O:25])[CH:12]=[CH:13][C:14]1[CH:19]=[CH:18][CH:17]=[C:16]([O:20][CH2:21][C:22]([NH2:24])=[O:23])[CH:15]=1. (10) The product is: [CH2:30]([O:37][C:38](=[O:39])[NH:40][CH2:41][CH2:42][CH2:43][CH2:44][C@@H:45]([NH:49][C:50]([O:52][C:53]([CH3:56])([CH3:55])[CH3:54])=[O:51])[C:46](=[O:48])[NH:58][C@H:59]([C:60](=[O:61])[NH2:62])[CH:63]([CH3:65])[CH3:64])[C:31]1[CH:32]=[CH:33][CH:34]=[CH:35][CH:36]=1. Given the reactants CN1CCOCC1.ON1C2C=CC=CC=2N=N1.Cl.CN(C)CCCN=C=NCC.[CH2:30]([O:37][C:38]([NH:40][CH2:41][CH2:42][CH2:43][CH2:44][C@@H:45]([NH:49][C:50]([O:52][C:53]([CH3:56])([CH3:55])[CH3:54])=[O:51])[C:46]([OH:48])=O)=[O:39])[C:31]1[CH:36]=[CH:35][CH:34]=[CH:33][CH:32]=1.Cl.[NH2:58][C@@H:59]([CH:63]([CH3:65])[CH3:64])[C:60]([NH2:62])=[O:61], predict the reaction product.